From a dataset of Full USPTO retrosynthesis dataset with 1.9M reactions from patents (1976-2016). Predict the reactants needed to synthesize the given product. (1) Given the product [CH3:1][C:2]1([CH3:7])[C:8]2=[N:9][CH:10]=[C:11]([N:17]3[CH2:22][CH2:21][O:20][CH2:19][CH2:18]3)[CH:12]=[C:13]2[NH:14][C:3]1=[O:4], predict the reactants needed to synthesize it. The reactants are: [CH3:1][C:2]([C:8]1[C:13]([N+:14]([O-])=O)=[CH:12][C:11]([N:17]2[CH2:22][CH2:21][O:20][CH2:19][CH2:18]2)=[CH:10][N:9]=1)([CH3:7])[C:3](OC)=[O:4].C(O)(=O)C. (2) The reactants are: [Cl:1][S:2]([CH2:5][CH2:6][CH2:7][NH:8][C:9](=[O:11])[CH3:10])(=[O:4])=[O:3].[OH:12][CH2:13][C:14]([CH3:27])([CH3:26])[C:15]([O:17][CH2:18][CH2:19][N:20]1[CH2:25][CH2:24][O:23][CH2:22][CH2:21]1)=[O:16].C(N(CC)CC)C. Given the product [ClH:1].[C:9]([NH:8][CH2:7][CH2:6][CH2:5][S:2]([O:12][CH2:13][C:14]([CH3:27])([CH3:26])[C:15]([O:17][CH2:18][CH2:19][N:20]1[CH2:25][CH2:24][O:23][CH2:22][CH2:21]1)=[O:16])(=[O:4])=[O:3])(=[O:11])[CH3:10], predict the reactants needed to synthesize it. (3) Given the product [CH2:26]([O:1][C:2]1[CH:11]=[C:10]2[C:5]([C:6](=[O:23])[C:7]([CH3:22])=[C:8]([CH:12]3[CH2:17][CH2:16][N:15]([C:18](=[O:21])[CH2:19][CH3:20])[CH2:14][CH2:13]3)[O:9]2)=[CH:4][CH:3]=1)[CH:25]=[CH2:24], predict the reactants needed to synthesize it. The reactants are: [OH:1][C:2]1[CH:11]=[C:10]2[C:5]([C:6](=[O:23])[C:7]([CH3:22])=[C:8]([CH:12]3[CH2:17][CH2:16][N:15]([C:18](=[O:21])[CH2:19][CH3:20])[CH2:14][CH2:13]3)[O:9]2)=[CH:4][CH:3]=1.[CH2:24](Br)[CH:25]=[CH2:26].C(=O)([O-])[O-].[K+].[K+].O. (4) Given the product [F:53][C:54]([F:65])([F:66])[C:55]1[CH:56]=[C:57]([CH2:61][C:62]([N:1]2[C:9]3[C:4](=[CH:5][C:6]([C:10]4[C:18]5[C:17]([NH2:19])=[N:16][CH:15]=[N:14][C:13]=5[O:12][CH:11]=4)=[CH:7][CH:8]=3)[CH2:3][CH2:2]2)=[O:63])[CH:58]=[CH:59][CH:60]=1, predict the reactants needed to synthesize it. The reactants are: [NH:1]1[C:9]2[C:4](=[CH:5][C:6]([C:10]3[C:18]4[C:17]([NH2:19])=[N:16][CH:15]=[N:14][C:13]=4[O:12][CH:11]=3)=[CH:7][CH:8]=2)[CH2:3][CH2:2]1.CN(C(ON1N=NC2C=CC=NC1=2)=[N+](C)C)C.F[P-](F)(F)(F)(F)F.CCN(C(C)C)C(C)C.[F:53][C:54]([F:66])([F:65])[C:55]1[CH:56]=[C:57]([CH2:61][C:62](O)=[O:63])[CH:58]=[CH:59][CH:60]=1. (5) Given the product [F:5][C:6]1[CH:14]=[CH:13][C:9]([C:10]([OH:12])=[O:11])=[CH:8][C:7]=1[O:15][CH2:1][O:2][CH3:3], predict the reactants needed to synthesize it. The reactants are: [CH3:1][O:2][CH2:3]Cl.[F:5][C:6]1[CH:14]=[CH:13][C:9]([C:10]([OH:12])=[O:11])=[CH:8][C:7]=1[OH:15].Cl.C(OCC)(=O)C. (6) Given the product [F:33][CH:2]([F:1])[C:3]1[CH:4]=[C:5]([C:10]2[CH:15]=[C:14]([O:16][CH3:17])[C:13]([C:18]3[C:27]4[C:22](=[CH:23][C:24]([S:28]([NH:48][C:49]5[CH:53]=[CH:52][O:51][N:50]=5)(=[O:30])=[O:31])=[CH:25][CH:26]=4)[CH:21]=[CH:20][N:19]=3)=[CH:12][C:11]=2[F:32])[CH:6]=[C:7]([F:9])[CH:8]=1, predict the reactants needed to synthesize it. The reactants are: [F:1][CH:2]([F:33])[C:3]1[CH:4]=[C:5]([C:10]2[CH:15]=[C:14]([O:16][CH3:17])[C:13]([C:18]3[C:27]4[C:22](=[CH:23][C:24]([S:28]([OH:31])(=[O:30])=O)=[CH:25][CH:26]=4)[CH:21]=[CH:20][N:19]=3)=[CH:12][C:11]=2[F:32])[CH:6]=[C:7]([F:9])[CH:8]=1.S(Cl)(Cl)=O.CN(C)C=O.S(Cl)(Cl)(=O)=O.[NH2:48][C:49]1[CH:53]=[CH:52][O:51][N:50]=1.C(N(CC)CC)C.Cl. (7) Given the product [C:50]([O:49][C:48]([NH:47][C:44]1([C@@H:41]2[CH2:42][CH2:43][N:39]([C:5]3[C:14]([O:15][CH3:16])=[C:13]4[C:8]([C:9](=[O:24])[C:10]([C:21]([OH:23])=[O:22])=[CH:11][N:12]4[C@@H:17]4[CH2:19][C@@H:18]4[F:20])=[CH:7][CH:6]=3)[CH2:40]2)[CH2:45][CH2:46]1)=[O:54])([CH3:53])([CH3:51])[CH3:52], predict the reactants needed to synthesize it. The reactants are: C(#N)C.F[C:5]1[C:14]([O:15][CH3:16])=[C:13]2[C:8]([C:9](=[O:24])[C:10]([C:21]([OH:23])=[O:22])=[CH:11][N:12]2[C@@H:17]2[CH2:19][C@@H:18]2[F:20])=[CH:7][CH:6]=1.Cl.C(N(CC)CC)C.C(O)(=O)C(O)=O.[NH:39]1[CH2:43][CH2:42][C@@H:41]([C:44]2([NH:47][C:48](=[O:54])[O:49][C:50]([CH3:53])([CH3:52])[CH3:51])[CH2:46][CH2:45]2)[CH2:40]1. (8) Given the product [C:5]([C:4]1[CH:7]=[C:8]([N:10]([CH2:11][C:12]2[CH:13]=[CH:14][C:15]([S:18]([CH3:21])(=[O:20])=[O:19])=[CH:16][CH:17]=2)[C:22](=[O:27])[CH2:23][CH:24]([CH3:26])[CH3:25])[CH:9]=[C:2]([F:1])[CH:3]=1)#[N:6], predict the reactants needed to synthesize it. The reactants are: [F:1][C:2]1[CH:3]=[C:4]([CH:7]=[C:8]([NH:10][CH2:11][C:12]2[CH:17]=[CH:16][C:15]([S:18]([CH3:21])(=[O:20])=[O:19])=[CH:14][CH:13]=2)[CH:9]=1)[C:5]#[N:6].[C:22](Cl)(=[O:27])[CH2:23][CH:24]([CH3:26])[CH3:25]. (9) Given the product [CH3:35][C:31]1[N:1]=[C:2]([C:4]2[CH:5]=[CH:6][C:7]([O:10][CH2:11][CH2:12][CH2:13][O:14][C:15]3[CH:16]=[C:17]4[C:21](=[CH:22][CH:23]=3)[C@H:20]([CH2:24][C:25]([O:27][CH2:28][CH3:29])=[O:26])[CH2:19][CH2:18]4)=[N:8][CH:9]=2)[S:3][C:32]=1[CH3:33], predict the reactants needed to synthesize it. The reactants are: [NH2:1][C:2]([C:4]1[CH:5]=[CH:6][C:7]([O:10][CH2:11][CH2:12][CH2:13][O:14][C:15]2[CH:16]=[C:17]3[C:21](=[CH:22][CH:23]=2)[C@H:20]([CH2:24][C:25]([O:27][CH2:28][CH3:29])=[O:26])[CH2:19][CH2:18]3)=[N:8][CH:9]=1)=[S:3].Br[CH:31]([CH3:35])[C:32](=O)[CH3:33].